From a dataset of Reaction yield outcomes from USPTO patents with 853,638 reactions. Predict the reaction yield, written as a fraction of the theoretical maximum amount of product (1.0 means a 100% yield; for example, 0.34 means a 34% yield). (1) The reactants are O1CCCC1.[F:6][C:7]1[CH:24]=[CH:23][CH:22]=[CH:21][C:8]=1[O:9][C:10]1[CH:15]=[CH:14][C:13]([CH2:16][C:17](Cl)=[N:18][OH:19])=[CH:12][CH:11]=1.[C:25]([C:27]1[C:28]([NH2:34])=[N:29][C:30]([NH2:33])=[CH:31][CH:32]=1)#[CH:26].C(N(CC)CC)C. The catalyst is O. The product is [F:6][C:7]1[CH:24]=[CH:23][CH:22]=[CH:21][C:8]=1[O:9][C:10]1[CH:15]=[CH:14][C:13]([CH2:16][C:17]2[CH:26]=[C:25]([C:27]3[C:28]([NH2:34])=[N:29][C:30]([NH2:33])=[CH:31][CH:32]=3)[O:19][N:18]=2)=[CH:12][CH:11]=1. The yield is 0.492. (2) The reactants are [CH2:1]([N:8]1[CH2:13][CH2:12][N:11](CC2C=CC=CC=2)[CH2:10][CH:9]1[C:21]([O:23][CH2:24][CH3:25])=[O:22])[C:2]1[CH:7]=[CH:6][CH:5]=[CH:4][CH:3]=1.C(Cl)(=O)OC(Cl)C. The catalyst is ClCCCl. The product is [CH2:1]([N:8]1[CH2:13][CH2:12][NH:11][CH2:10][CH:9]1[C:21]([O:23][CH2:24][CH3:25])=[O:22])[C:2]1[CH:3]=[CH:4][CH:5]=[CH:6][CH:7]=1. The yield is 0.600. (3) The reactants are [NH2:1][C:2]1[CH:7]=[CH:6][CH:5]=[CH:4][CH:3]=1.C[Al](C)C.[Si:12]([O:29][C@@H:30]1[CH2:34][CH2:33][O:32][C:31]1=[O:35])([C:25]([CH3:28])([CH3:27])[CH3:26])([C:19]1[CH:24]=[CH:23][CH:22]=[CH:21][CH:20]=1)[C:13]1[CH:18]=[CH:17][CH:16]=[CH:15][CH:14]=1.C(O)(=O)C(C(C(O)=O)O)O.[K].[Na]. The catalyst is C(Cl)Cl. The product is [Si:12]([O:29][C@H:30]([CH2:34][CH2:33][OH:32])[C:31]([NH:1][C:2]1[CH:7]=[CH:6][CH:5]=[CH:4][CH:3]=1)=[O:35])([C:25]([CH3:28])([CH3:27])[CH3:26])([C:19]1[CH:24]=[CH:23][CH:22]=[CH:21][CH:20]=1)[C:13]1[CH:14]=[CH:15][CH:16]=[CH:17][CH:18]=1. The yield is 0.780. (4) The reactants are C([O:3][C:4]([C@@:6]12[CH2:24][C@H:23]1[CH:22]=[CH:21][CH2:20][CH2:19][CH2:18][CH2:17][CH2:16][C@H:15]([NH:25][C:26]([O:28][C:29]([CH3:32])([CH3:31])[CH3:30])=[O:27])[C:14](=[O:33])[N:13]1[C@@H:9]([CH2:10][C@@H:11]([O:34][C:35]([N:37]3[CH2:45][C:44]4[C:39](=[CH:40][CH:41]=[CH:42][CH:43]=4)[CH2:38]3)=[O:36])[CH2:12]1)[C:8](=[O:46])[NH:7]2)=[O:5])C.O[Li].O. The catalyst is C(Cl)Cl.CO. The product is [C:29]([O:28][C:26]([NH:25][C@@H:15]1[C:14](=[O:33])[N:13]2[C@@H:9]([CH2:10][C@@H:11]([O:34][C:35]([N:37]3[CH2:38][C:39]4[C:44](=[CH:43][CH:42]=[CH:41][CH:40]=4)[CH2:45]3)=[O:36])[CH2:12]2)[C:8](=[O:46])[NH:7][C@@:6]2([C:4]([OH:5])=[O:3])[C@@H:23]([CH2:24]2)[CH:22]=[CH:21][CH2:20][CH2:19][CH2:18][CH2:17][CH2:16]1)=[O:27])([CH3:32])([CH3:30])[CH3:31]. The yield is 0.870. (5) The product is [F:13][C:14]1[C:19]([I:21])=[CH:18][C:17]([CH3:20])=[CH:16][N:15]=1. The yield is 0.330. The catalyst is O1CCCC1.O. The reactants are C([Li])CCC.C(NC(C)C)(C)C.[F:13][C:14]1[CH:19]=[CH:18][C:17]([CH3:20])=[CH:16][N:15]=1.[I:21]I.S([O-])([O-])(=O)=S.[Na+].[Na+]. (6) The product is [O:24]([CH2:23][C:15]1[CH:16]=[C:17]2[C:18](=[O:19])[NH:9][CH2:10][CH2:11][CH2:12][N:13]2[N:14]=1)[C:25]1[CH:30]=[CH:29][CH:28]=[CH:27][CH:26]=1. The yield is 0.970. The catalyst is O1CCOCC1.O. The reactants are Cl.C(OC([NH:9][CH2:10][CH2:11][CH2:12][N:13]1[C:17]([C:18](OCC)=[O:19])=[CH:16][C:15]([CH2:23][O:24][C:25]2[CH:30]=[CH:29][CH:28]=[CH:27][CH:26]=2)=[N:14]1)=O)(C)(C)C.C([O-])([O-])=O.[Na+].[Na+]. (7) The reactants are [CH2:1]([O:3][C:4]([C:6]1[CH2:7][CH2:8][N:9]([C:13]([O:15][C:16]([CH3:19])([CH3:18])[CH3:17])=[O:14])[CH2:10][C:11]=1[NH2:12])=[O:5])[CH3:2].[BH-](OC(C)=O)(OC(C)=O)OC(C)=O.[Na+]. The catalyst is C(#N)C.C(O)(=O)C. The product is [CH2:1]([O:3][C:4]([CH:6]1[CH2:7][CH2:8][N:9]([C:13]([O:15][C:16]([CH3:19])([CH3:18])[CH3:17])=[O:14])[CH2:10][CH:11]1[NH2:12])=[O:5])[CH3:2]. The yield is 0.662. (8) The reactants are Cl[C:2]1[C:7]2[CH2:8][O:9][C:10](=[C:11]3[C:19]4[C:14](=[CH:15][CH:16]=[C:17](F)[CH:18]=4)[NH:13][C:12]3=[O:21])[C:6]=2[CH:5]=[CH:4][N:3]=1.[CH:22]([O-])=O.[NH4+]. The catalyst is C(O)C.[Pd]. The product is [C:10]1(=[C:11]2[C:19]3[C:14](=[CH:15][CH:16]=[C:17]([CH3:22])[CH:18]=3)[NH:13][C:12]2=[O:21])[C:6]2[CH:5]=[CH:4][N:3]=[CH:2][C:7]=2[CH2:8][O:9]1. The yield is 0.450. (9) The reactants are [NH2:1][C:2]1[CH:3]=[CH:4][CH:5]=[C:6]2[C:11]=1[N:10]=[CH:9][CH:8]=[CH:7]2.[CH3:12][C:13]1[CH:14]=[CH:15][C:16]([N+:23]([O-:25])=[O:24])=[C:17]([S:19](Cl)(=[O:21])=[O:20])[CH:18]=1.N1C=CC=CC=1. The catalyst is C(Cl)Cl. The product is [CH3:12][C:13]1[CH:14]=[CH:15][C:16]([N+:23]([O-:25])=[O:24])=[C:17]([S:19]([NH:1][C:2]2[CH:3]=[CH:4][CH:5]=[C:6]3[C:11]=2[N:10]=[CH:9][CH:8]=[CH:7]3)(=[O:20])=[O:21])[CH:18]=1. The yield is 0.120. (10) The reactants are C([O:4][CH2:5][C@@H:6]1[C@@H:10]([O:11]C(=O)C)[C@@H:9]([O:15]C(=O)C)[C@H:8]([N:19]2[CH:27]=[N:26][C:25]3[C:20]2=[N:21][C:22]([I:29])=[N:23][C:24]=3Cl)[O:7]1)(=O)C.[NH3:30]. No catalyst specified. The product is [NH2:30][C:24]1[N:23]=[C:22]([I:29])[N:21]=[C:20]2[C:25]=1[N:26]=[CH:27][N:19]2[C@H:8]1[C@H:9]([OH:15])[C@H:10]([OH:11])[C@@H:6]([CH2:5][OH:4])[O:7]1. The yield is 0.800.